Dataset: Reaction yield outcomes from USPTO patents with 853,638 reactions. Task: Predict the reaction yield, written as a fraction of the theoretical maximum amount of product (1.0 means a 100% yield; for example, 0.34 means a 34% yield). (1) The reactants are [Cl:1][C:2]1[CH:3]=[C:4]([CH:8]=[CH:9][C:10]=1[C:11]([O:13][CH3:14])=[O:12])[C:5](O)=[O:6].O.CCOC(C)=O. The catalyst is C1COCC1. The product is [Cl:1][C:2]1[CH:3]=[C:4]([CH2:5][OH:6])[CH:8]=[CH:9][C:10]=1[C:11]([O:13][CH3:14])=[O:12]. The yield is 0.940. (2) The reactants are [CH3:1][C:2]([C@H:4]1[CH2:9][C@H:8]2[O:10][C@@:7]2([CH3:11])[CH2:6][CH2:5]1)=[CH2:3].NC1C=CC=CC=1O.CC1[C@@H](O)CC(C(C)=C)CC=1. The catalyst is CCCCCCCC([O-])=O.CCCCCCCC([O-])=O.[Zn+2]. The product is [CH3:11][C:7]1[C:8](=[O:10])[CH2:9][CH:4]([C:2]([CH3:3])=[CH2:1])[CH2:5][CH:6]=1. The yield is 0.0300. (3) The reactants are C[N:2](C)[CH:3]=[CH:4][C:5]([C:7]1[C:12](=[O:13])[CH:11]=[CH:10][N:9]([C:14]2[CH:19]=[CH:18][CH:17]=[C:16]([O:20][CH3:21])[CH:15]=2)[N:8]=1)=O.[C:23]1([NH:29]N)[CH:28]=[CH:27][CH:26]=[CH:25][CH:24]=1. The catalyst is CO. The product is [CH3:21][O:20][C:16]1[CH:15]=[C:14]([N:9]2[CH:10]=[CH:11][C:12](=[O:13])[C:7]([C:5]3[N:29]([C:23]4[CH:28]=[CH:27][CH:26]=[CH:25][CH:24]=4)[N:2]=[CH:3][CH:4]=3)=[N:8]2)[CH:19]=[CH:18][CH:17]=1. The yield is 0.140. (4) The reactants are [CH:1]1[C:10]2[C:5](=[CH:6][CH:7]=[CH:8][CH:9]=2)[CH:4]=[C:3]([CH:11]=O)[N:2]=1.[NH:13]1[CH:17]=[CH:16][N:15]=[C:14]1[NH:18][C:19]([C:21]1[C:29]2[NH:28][C:27]([NH2:30])=[N:26][C:25]=2[CH:24]=[CH:23][CH:22]=1)=[O:20].[BH4-].[Na+]. The catalyst is ClCCCl.CC(O[Ti](OC(C)C)(OC(C)C)OC(C)C)C. The product is [NH:15]1[CH:16]=[CH:17][N:13]=[C:14]1[NH:18][C:19]([C:21]1[C:29]2[N:28]=[C:27]([NH:30][CH2:11][C:3]3[N:2]=[CH:1][C:10]4[C:5]([CH:4]=3)=[CH:6][CH:7]=[CH:8][CH:9]=4)[NH:26][C:25]=2[CH:24]=[CH:23][CH:22]=1)=[O:20]. The yield is 0.0700. (5) The reactants are [CH3:1][O:2][C:3]1[CH:4]=[C:5]2[C:10](=[CH:11][C:12]=1[O:13][CH3:14])[N:9]=[CH:8][CH:7]=[C:6]2[O:15][C:16]1[CH:22]=[CH:21][C:19]([NH2:20])=[CH:18][CH:17]=1.Cl[C:24](Cl)([O:26]C(=O)OC(Cl)(Cl)Cl)Cl.[CH3:35][CH2:36][CH:37]([OH:41])[CH2:38][C:39]#[CH:40].C(=O)(O)[O-].[Na+]. The catalyst is C(Cl)Cl.C(N(CC)CC)C.C1(C)C=CC=CC=1. The product is [CH3:1][O:2][C:3]1[CH:4]=[C:5]2[C:10](=[CH:11][C:12]=1[O:13][CH3:14])[N:9]=[CH:8][CH:7]=[C:6]2[O:15][C:16]1[CH:22]=[CH:21][C:19]([NH:20][C:24](=[O:26])[O:41][CH:37]([CH2:36][CH3:35])[CH2:38][C:39]#[CH:40])=[CH:18][CH:17]=1. The yield is 0.390. (6) The reactants are [N+:1]([C:4]1[CH:5]=[C:6](O)[CH:7]=[CH:8][CH:9]=1)([O-:3])=[O:2].C([O-])([O-])=[O:12].[K+].[K+].Br[CH2:18][C:19]([O:21][CH2:22][CH3:23])=[O:20]. The catalyst is CC(C)=O. The product is [N+:1]([C:4]1[CH:5]=[CH:6][C:7]([O:12][CH2:18][C:19]([O:21][CH2:22][CH3:23])=[O:20])=[CH:8][CH:9]=1)([O-:3])=[O:2]. The yield is 0.920. (7) The reactants are [CH3:1][C:2]([CH3:22])([CH2:7][C:8]1[CH:13]=[CH:12][CH:11]=[C:10]([O:14]CC2C=CC=CC=2)[CH:9]=1)[C:3]([O:5][CH3:6])=[O:4]. The catalyst is CO.Cl.[Pd]. The product is [CH3:1][C:2]([CH3:22])([CH2:7][C:8]1[CH:13]=[CH:12][CH:11]=[C:10]([OH:14])[CH:9]=1)[C:3]([O:5][CH3:6])=[O:4]. The yield is 0.970. (8) The reactants are C([O:4][C:5]1[CH:10]=[CH:9][C:8]([C:11]([O:21][CH2:22][C:23]2[CH:28]=[CH:27][CH:26]=[CH:25][CH:24]=2)=[N:12][O:13][CH2:14][C:15]2[CH:20]=[CH:19][CH:18]=[CH:17][CH:16]=2)=[CH:7][CH:6]=1)(=O)C.O. The catalyst is CO. The product is [CH2:14]([O:13][N:12]=[C:11]([C:8]1[CH:7]=[CH:6][C:5]([OH:4])=[CH:10][CH:9]=1)[O:21][CH2:22][C:23]1[CH:28]=[CH:27][CH:26]=[CH:25][CH:24]=1)[C:15]1[CH:16]=[CH:17][CH:18]=[CH:19][CH:20]=1. The yield is 0.960. (9) The reactants are [Br:1][C:2]1[CH:7]=[CH:6][C:5]([OH:8])=[C:4](I)[CH:3]=1.C1(P(C2C=CC=CC=2)C2C=CC=CC=2)C=CC=CC=1.C(NC(C)C)(C)C.[CH2:36]([N:40]1[CH2:44][CH2:43][CH2:42][C@H:41]1[CH3:45])[CH2:37][C:38]#[CH:39]. The catalyst is C([O-])(=O)C.[Pd+2].C([O-])(=O)C.[Cu]I.CC#N. The product is [Br:1][C:2]1[CH:7]=[CH:6][C:5]2[O:8][C:38]([CH2:37][CH2:36][N:40]3[CH2:44][CH2:43][CH2:42][C@H:41]3[CH3:45])=[CH:39][C:4]=2[CH:3]=1. The yield is 0.260.